Dataset: Full USPTO retrosynthesis dataset with 1.9M reactions from patents (1976-2016). Task: Predict the reactants needed to synthesize the given product. (1) Given the product [F:12][B-:13]([F:16])([F:15])[F:14].[CH2:2]([N+:6]1[CH:10]=[CH:9][N:8]([CH3:11])[CH:7]=1)[CH2:3][CH2:4][CH3:5], predict the reactants needed to synthesize it. The reactants are: [Cl-].[CH2:2]([N+:6]1[CH:10]=[CH:9][N:8]([CH3:11])[CH:7]=1)[CH2:3][CH2:4][CH3:5].[F:12][B-:13]([F:16])([F:15])[F:14].[Na+]. (2) The reactants are: [CH:1]1([C:4]2[NH:8][N:7]=[C:6]([NH:9][C:10]3[C:15]([C:16]#[CH:17])=[CH:14][N:13]=[C:12]([C:18]4[S:22][C:21]([CH2:23][NH:24]C(=O)OC(C)(C)C)=[CH:20][CH:19]=4)[N:11]=3)[CH:5]=2)[CH2:3][CH2:2]1.[ClH:32]. Given the product [ClH:32].[NH2:24][CH2:23][C:21]1[S:22][C:18]([C:12]2[N:11]=[C:10]([NH:9][C:6]3[CH:5]=[C:4]([CH:1]4[CH2:2][CH2:3]4)[NH:8][N:7]=3)[C:15]([C:16]#[CH:17])=[CH:14][N:13]=2)=[CH:19][CH:20]=1, predict the reactants needed to synthesize it. (3) Given the product [CH3:1][O:2][C:3]1[CH:4]=[CH:5][C:6]([S:9][C:10]2[CH:15]=[CH:14][N:13]=[C:12]([NH:16][C:17]3[CH:22]=[CH:21][C:20]([NH:23][C:24](=[O:28])[C:25]([CH3:27])=[CH2:26])=[CH:19][CH:18]=3)[N:11]=2)=[CH:7][CH:8]=1, predict the reactants needed to synthesize it. The reactants are: [CH3:1][O:2][C:3]1[CH:8]=[CH:7][C:6]([S:9][C:10]2[CH:15]=[CH:14][N:13]=[C:12]([NH:16][C:17]3[CH:22]=[CH:21][C:20]([NH2:23])=[CH:19][CH:18]=3)[N:11]=2)=[CH:5][CH:4]=1.[C:24](O)(=[O:28])[C:25]([CH3:27])=[CH2:26]. (4) The reactants are: COC1C=CC(C2(C3C=CC(OC)=CC=3)O[C:13]3[C:15]4[C:20]([C:21](O)=[C:22]([C:23](OC)=[O:24])[C:12]=3C=C2)=[CH:19][CH:18]=[CH:17][CH:16]=4)=CC=1.C(N([CH2:41][CH3:42])CC)C. Given the product [CH:12]1[C:13]2[C:15]3[C:20]([CH:21]=[CH:41][C:42]=2[O:24][CH2:23][CH:22]=1)=[CH:19][CH:18]=[CH:17][CH:16]=3, predict the reactants needed to synthesize it. (5) Given the product [O:15]1[CH2:4][CH2:5][CH:1]([C:6]2[CH:7]=[N:8][N:9]3[CH2:14][CH2:13][NH:12][CH2:11][C:10]=23)[CH2:2]1, predict the reactants needed to synthesize it. The reactants are: [CH:1]1([C:6]2[CH:7]=[N:8][N:9]3[CH2:14][CH2:13][NH:12][CH2:11][C:10]=23)[CH2:5][CH2:4]C[CH2:2]1.[O:15]1CC=C(B2OC(C)(C)C(C)(C)O2)C1. (6) The reactants are: [Cl:1][C:2]1[CH:7]=[CH:6][C:5]([NH:8][C:9](=[O:15])[C:10]([O:12]CC)=O)=[CH:4][C:3]=1[F:16].[NH2:17][C@@H:18]1[C:26]2[C:21](=[CH:22][CH:23]=[CH:24][CH:25]=2)[CH2:20][C@@H:19]1[OH:27]. Given the product [Cl:1][C:2]1[CH:7]=[CH:6][C:5]([NH:8][C:9](=[O:15])[C:10]([NH:17][C@@H:18]2[C:26]3[C:21](=[CH:22][CH:23]=[CH:24][CH:25]=3)[CH2:20][C@@H:19]2[OH:27])=[O:12])=[CH:4][C:3]=1[F:16], predict the reactants needed to synthesize it. (7) Given the product [C:45]([C:43]1[CH:42]=[C:41]2[C:37]([CH:38]=[CH:39][NH:40]2)=[C:36]([C:17]2[CH:16]=[C:15]3[C:11]([CH:12]=[N:13][NH:14]3)=[C:10]([NH:9][C:7]([C:5]3[N:6]=[C:2]([CH3:1])[S:3][CH:4]=3)=[O:8])[CH:18]=2)[CH:44]=1)#[N:46], predict the reactants needed to synthesize it. The reactants are: [CH3:1][C:2]1[S:3][CH:4]=[C:5]([C:7]([NH:9][C:10]2[C:11]3[C:15]([CH:16]=[C:17](B4OC(C)(C)CC(C)(C)O4)[CH:18]=2)=[N:14][N:13](C2CCCCO2)[CH:12]=3)=[O:8])[N:6]=1.Br[C:36]1[CH:44]=[C:43]([C:45]#[N:46])[CH:42]=[C:41]2[C:37]=1[CH:38]=[CH:39][NH:40]2.C(=O)([O-])[O-].[Na+].[Na+]. (8) Given the product [F:32][C:26]1[CH:27]=[C:28]([I:31])[CH:29]=[CH:30][C:25]=1[NH:24][C:6]1[C:5]([C:3]([OH:4])=[O:2])=[CH:13][CH:12]=[C:11]2[C:7]=1[CH:8]=[N:9][N:10]2[S:14]([C:17]1[CH:18]=[CH:19][C:20]([CH3:23])=[CH:21][CH:22]=1)(=[O:16])=[O:15], predict the reactants needed to synthesize it. The reactants are: C[O:2][C:3]([C:5]1[C:6]([NH:24][C:25]2[CH:30]=[CH:29][C:28]([I:31])=[CH:27][C:26]=2[F:32])=[C:7]2[C:11](=[CH:12][CH:13]=1)[N:10]([S:14]([C:17]1[CH:22]=[CH:21][C:20]([CH3:23])=[CH:19][CH:18]=1)(=[O:16])=[O:15])[N:9]=[CH:8]2)=[O:4].CCCC[Sn](O[Sn](CCCC)(CCCC)CCCC)(CCCC)CCCC. (9) Given the product [ClH:19].[C:25]([N:4]1[CH2:5][CH2:6][N:1]([C:7]([O:9][C:10]([CH3:13])([CH3:12])[CH3:11])=[O:8])[CH2:2][CH2:3]1)(=[NH:20])[NH2:27], predict the reactants needed to synthesize it. The reactants are: [N:1]1([C:7]([O:9][C:10]([CH3:13])([CH3:12])[CH3:11])=[O:8])[CH2:6][CH2:5][NH:4][CH2:3][CH2:2]1.CN(C=O)C.[ClH:19].[N:20]1([C:25]([NH2:27])=O)C=CC=N1.C(NC(C)C)(C)C. (10) Given the product [Br:17][C:18]1[CH:19]=[C:20]([NH:21][C:2]2[C:7]([C:8]#[N:9])=[CH:6][N:5]=[C:4]3[C:10]4[CH:16]=[CH:15][CH:14]=[CH:13][C:11]=4[O:12][C:3]=23)[CH:22]=[CH:23][CH:24]=1, predict the reactants needed to synthesize it. The reactants are: Cl[C:2]1[C:7]([C:8]#[N:9])=[CH:6][N:5]=[C:4]2[C:10]3[CH:16]=[CH:15][CH:14]=[CH:13][C:11]=3[O:12][C:3]=12.[Br:17][C:18]1[CH:19]=[C:20]([CH:22]=[CH:23][CH:24]=1)[NH2:21].